This data is from Catalyst prediction with 721,799 reactions and 888 catalyst types from USPTO. The task is: Predict which catalyst facilitates the given reaction. Reactant: [F:1][C:2]1[CH:3]=[C:4]([C@H:12]2[CH2:16][CH2:15][CH2:14][N:13]2[C:17]([O:19][C:20]([CH3:23])([CH3:22])[CH3:21])=[O:18])[CH:5]=[CH:6][C:7]=1[C:8]([O:10]C)=[O:9].O.[OH-].[Li+].Cl. Product: [C:20]([O:19][C:17]([N:13]1[CH2:14][CH2:15][CH2:16][C@@H:12]1[C:4]1[CH:5]=[CH:6][C:7]([C:8]([OH:10])=[O:9])=[C:2]([F:1])[CH:3]=1)=[O:18])([CH3:23])([CH3:21])[CH3:22]. The catalyst class is: 670.